Predict the product of the given reaction. From a dataset of Forward reaction prediction with 1.9M reactions from USPTO patents (1976-2016). (1) Given the reactants [C:1]([CH2:3][C:4]([NH2:6])=[O:5])#[N:2].[O-]CC.[Na+].C([O:13][C:14](=O)[C:15]([C:24]#[N:25])=[C:16]([C:18]1[CH:19]=[N:20][CH:21]=[CH:22][CH:23]=1)[CH3:17])C, predict the reaction product. The product is: [CH3:17][C:16]1([C:18]2[CH:19]=[N:20][CH:21]=[CH:22][CH:23]=2)[CH:3]([C:1]#[N:2])[C:4](=[O:5])[NH:6][C:14](=[O:13])[CH:15]1[C:24]#[N:25]. (2) Given the reactants [CH3:1][C:2]([C:6]1[O:10][N:9]=[C:8]([NH:11][C:12]([NH:14][C:15]2[CH:20]=[CH:19][C:18]([C:21]3[N:22]=[C:23]4[N:27]([CH:28]=3)[C:26]3[CH:29]=[CH:30][C:31]([O:33][CH2:34][CH2:35][N:36]5[CH2:41][CH2:40][O:39][CH2:38][CH2:37]5)=[CH:32][C:25]=3[S:24]4)=[CH:17][CH:16]=2)=[O:13])[CH:7]=1)([CH3:5])[CH:3]=[O:4].C([OH:46])(C)(C)C.CC(=CC)C.Cl([O-])=O.[Na+], predict the reaction product. The product is: [CH3:5][C:2]([C:6]1[O:10][N:9]=[C:8]([NH:11][C:12]([NH:14][C:15]2[CH:16]=[CH:17][C:18]([C:21]3[N:22]=[C:23]4[N:27]([CH:28]=3)[C:26]3[CH:29]=[CH:30][C:31]([O:33][CH2:34][CH2:35][N:36]5[CH2:37][CH2:38][O:39][CH2:40][CH2:41]5)=[CH:32][C:25]=3[S:24]4)=[CH:19][CH:20]=2)=[O:13])[CH:7]=1)([CH3:1])[C:3]([OH:46])=[O:4]. (3) Given the reactants [C:1]([O:5][C:6](=[O:20])[NH:7][C:8]1[CH:9]=[N:10][C:11]([C:14]2[CH:19]=[CH:18][CH:17]=[CH:16][CH:15]=2)=[CH:12][CH:13]=1)([CH3:4])([CH3:3])[CH3:2].CN(CCN(C)C)C.[Li]CCCC.[I:34]I, predict the reaction product. The product is: [C:1]([O:5][C:6](=[O:20])[NH:7][C:8]1[CH:9]=[N:10][C:11]([C:14]2[CH:15]=[CH:16][CH:17]=[CH:18][CH:19]=2)=[CH:12][C:13]=1[I:34])([CH3:4])([CH3:2])[CH3:3]. (4) Given the reactants [C:1]([C:5]1[CH:10]=[CH:9][C:8]([C:11]2[CH:16]=[C:15](Cl)[N:14]=[CH:13][N:12]=2)=[CH:7][CH:6]=1)([CH3:4])([CH3:3])[CH3:2].[OH:18][C:19]1[CH:20]=[C:21]2[C:25](=[CH:26][CH:27]=1)[NH:24][CH:23]=[CH:22]2.[OH-].[Na+], predict the reaction product. The product is: [C:1]([C:5]1[CH:10]=[CH:9][C:8]([C:11]2[N:12]=[CH:13][N:14]=[C:15]([O:18][C:19]3[CH:20]=[C:21]4[C:25](=[CH:26][CH:27]=3)[NH:24][CH:23]=[CH:22]4)[CH:16]=2)=[CH:7][CH:6]=1)([CH3:4])([CH3:3])[CH3:2]. (5) Given the reactants [C:1]1([C:10]2[CH:15]=[CH:14][CH:13]=[CH:12][CH:11]=2)[CH:6]=[CH:5][C:4]([C:7](Cl)=[O:8])=[CH:3][CH:2]=1.[NH2:16][C:17]1[CH:18]=[C:19]([C:27]([O:29][CH3:30])=[O:28])[CH:20]=[C:21]([CH:26]=1)[C:22]([O:24][CH3:25])=[O:23], predict the reaction product. The product is: [C:1]1([C:10]2[CH:15]=[CH:14][CH:13]=[CH:12][CH:11]=2)[CH:6]=[CH:5][C:4]([C:7]([NH:16][C:17]2[CH:26]=[C:21]([C:22]([O:24][CH3:25])=[O:23])[CH:20]=[C:19]([CH:18]=2)[C:27]([O:29][CH3:30])=[O:28])=[O:8])=[CH:3][CH:2]=1. (6) Given the reactants CC1(C)C(C)(C)OB([C:9]2[CH:10]=[C:11]([CH:13]=[C:14]([C:16]([F:19])([F:18])[F:17])[CH:15]=2)[NH2:12])O1.Br[C:22]1[CH:23]=[N:24][N:25](C(OC(C)(C)C)=O)[CH:26]=1.C([O-])([O-])=O.[Cs+].[Cs+], predict the reaction product. The product is: [NH:24]1[CH:23]=[C:22]([C:9]2[CH:10]=[C:11]([CH:13]=[C:14]([C:16]([F:17])([F:18])[F:19])[CH:15]=2)[NH2:12])[CH:26]=[N:25]1.